Dataset: Reaction yield outcomes from USPTO patents with 853,638 reactions. Task: Predict the reaction yield, written as a fraction of the theoretical maximum amount of product (1.0 means a 100% yield; for example, 0.34 means a 34% yield). (1) The reactants are [Cl:1][C:2]1[C:7]([Cl:8])=[CH:6][C:5]([NH:9][CH2:10][C:11]([OH:13])=O)=[C:4]([OH:14])[CH:3]=1.CCN=C=NCCCN(C)C.Cl.C1C=CC2N(O)N=NC=2C=1.CCN(CC)CC.Cl.[NH:45]1[CH2:48][CH:47]([N:49]2[CH2:52][CH:51]([NH:53][C:54](=[O:57])[CH:55]=[CH2:56])[CH2:50]2)[CH2:46]1. The catalyst is CN(C=O)C.O. The product is [Cl:1][C:2]1[C:7]([Cl:8])=[CH:6][C:5]([NH:9][CH2:10][C:11]([N:45]2[CH2:46][CH:47]([N:49]3[CH2:52][CH:51]([NH:53][C:54](=[O:57])[CH:55]=[CH2:56])[CH2:50]3)[CH2:48]2)=[O:13])=[C:4]([OH:14])[CH:3]=1. The yield is 0.0300. (2) The reactants are [C:1](OC(=O)C)(=[O:3])[CH3:2].[Cl:8][C:9]1[CH:35]=[CH:34][C:12]([CH2:13][O:14][C:15]2[CH:16]=[C:17]([CH:31]=[CH:32][CH:33]=2)[C:18]([NH:20][C:21]2[CH:26]=[CH:25][CH:24]=[CH:23][C:22]=2[S:27](=[O:30])(=[O:29])[NH2:28])=[O:19])=[CH:11][CH:10]=1. The catalyst is CN(C)C1C=CN=CC=1.O1CCCC1. The product is [Cl:8][C:9]1[CH:10]=[CH:11][C:12]([CH2:13][O:14][C:15]2[CH:16]=[C:17]([CH:31]=[CH:32][CH:33]=2)[C:18]([NH:20][C:21]2[CH:26]=[CH:25][CH:24]=[CH:23][C:22]=2[S:27]([NH:28][C:1](=[O:3])[CH3:2])(=[O:30])=[O:29])=[O:19])=[CH:34][CH:35]=1. The yield is 0.527.